Dataset: Full USPTO retrosynthesis dataset with 1.9M reactions from patents (1976-2016). Task: Predict the reactants needed to synthesize the given product. (1) Given the product [CH:1]1([C:4]2[CH:5]=[C:6]([C:10]3([C:18]#[N:19])[CH2:16][C@@H:15]4[N:17]([CH2:34][C:35]([F:38])([F:37])[F:36])[C@@H:12]([CH2:13][CH2:14]4)[CH2:11]3)[CH:7]=[N:8][CH:9]=2)[CH2:2][CH2:3]1, predict the reactants needed to synthesize it. The reactants are: [CH:1]1([C:4]2[CH:5]=[C:6]([C:10]3([C:18]#[N:19])[CH2:16][C@@H:15]4[NH:17][C@@H:12]([CH2:13][CH2:14]4)[CH2:11]3)[CH:7]=[N:8][CH:9]=2)[CH2:3][CH2:2]1.[I-].[Na+].C(=O)([O-])[O-].[K+].[K+].FC(F)(F)S(O[CH2:34][C:35]([F:38])([F:37])[F:36])(=O)=O. (2) Given the product [CH2:26]([O:25][CH2:24][C@@H:20]1[CH2:21][CH2:22][CH2:23][N:18]([CH2:17][C@H:12]2[CH2:13][CH2:14][CH2:15][CH2:16][C@@H:11]2[NH:10][C:8](=[O:9])[C:7]2[CH:6]=[CH:5][C:4]([CH2:3][NH:2][S:40]([CH3:39])(=[O:42])=[O:41])=[CH:29][CH:28]=2)[CH2:19]1)[CH3:27], predict the reactants needed to synthesize it. The reactants are: Cl.[NH2:2][CH2:3][C:4]1[CH:29]=[CH:28][C:7]([C:8]([NH:10][C@H:11]2[CH2:16][CH2:15][CH2:14][CH2:13][C@@H:12]2[CH2:17][N:18]2[CH2:23][CH2:22][CH2:21][C@@H:20]([CH2:24][O:25][CH2:26][CH3:27])[CH2:19]2)=[O:9])=[CH:6][CH:5]=1.C(N(C(C)C)CC)(C)C.[CH3:39][S:40](Cl)(=[O:42])=[O:41].C([O-])(O)=O.[Na+]. (3) The reactants are: [CH2:1]([O:4][C:5]1[CH:10]=[CH:9][C:8]([C:11]2[CH:15]=[C:14]([CH2:16][C:17]([O:19][CH3:20])=[O:18])[O:13][N:12]=2)=[C:7]([C:21]([F:24])([F:23])[F:22])[CH:6]=1)[CH2:2][CH3:3].C1C(=O)N([Br:32])C(=O)C1.CCCCCC.CCOC(C)=O. Given the product [Br:32][CH:16]([C:14]1[O:13][N:12]=[C:11]([C:8]2[CH:9]=[CH:10][C:5]([O:4][CH2:1][CH2:2][CH3:3])=[CH:6][C:7]=2[C:21]([F:23])([F:24])[F:22])[CH:15]=1)[C:17]([O:19][CH3:20])=[O:18], predict the reactants needed to synthesize it. (4) Given the product [F:1][C:2]1[CH:7]=[CH:6][C:5]([CH:8]([C:13]2[CH:18]=[CH:17][C:16]([F:19])=[CH:15][CH:14]=2)[CH2:9][CH2:10][CH2:11][N:23]2[CH2:22][CH2:21][N:20]([C:26]3[CH:27]=[CH:28][C:29]([C:30]([O:32][CH2:33][CH3:34])=[O:31])=[CH:35][CH:36]=3)[CH2:25][CH2:24]2)=[CH:4][CH:3]=1, predict the reactants needed to synthesize it. The reactants are: [F:1][C:2]1[CH:7]=[CH:6][C:5]([CH:8]([C:13]2[CH:18]=[CH:17][C:16]([F:19])=[CH:15][CH:14]=2)[CH2:9][CH2:10][CH2:11]Br)=[CH:4][CH:3]=1.[N:20]1([C:26]2[CH:36]=[CH:35][C:29]([C:30]([O:32][CH2:33][CH3:34])=[O:31])=[CH:28][CH:27]=2)[CH2:25][CH2:24][NH:23][CH2:22][CH2:21]1. (5) Given the product [C:17]1([NH:1][C:2]2[CH:3]=[C:4]([CH:14]=[CH:15][CH:16]=2)[C:5]([NH:7][C:8]2[CH:13]=[CH:12][CH:11]=[CH:10][CH:9]=2)=[O:6])[CH:22]=[CH:21][CH:20]=[CH:19][CH:18]=1, predict the reactants needed to synthesize it. The reactants are: [NH2:1][C:2]1[CH:3]=[C:4]([CH:14]=[CH:15][CH:16]=1)[C:5]([NH:7][C:8]1[CH:13]=[CH:12][CH:11]=[CH:10][CH:9]=1)=[O:6].[C:17]1([Bi]([C:17]2[CH:22]=[CH:21][CH:20]=[CH:19][CH:18]=2)[C:17]2[CH:22]=[CH:21][CH:20]=[CH:19][CH:18]=2)[CH:22]=[CH:21][CH:20]=[CH:19][CH:18]=1.C(N(CC)CC)C.Cl. (6) Given the product [CH2:1]([O:4][C:5]1[C:17]([C:18]([F:20])([F:21])[F:19])=[CH:16][CH:15]=[C:14]([CH2:22][O:23][C:24]2[CH:29]=[CH:28][C:27]([C:30]3[CH:35]=[CH:34][C:33]([C:36]([C:37]([O:39][CH2:40][CH:41]=[CH2:42])=[O:38])=[CH:49][N:50]([CH3:52])[CH3:51])=[C:32]([F:43])[CH:31]=3)=[CH:26][CH:25]=2)[C:6]=1[C:7]([O:9][C:10]([CH3:13])([CH3:12])[CH3:11])=[O:8])[CH:2]=[CH2:3], predict the reactants needed to synthesize it. The reactants are: [CH2:1]([O:4][C:5]1[C:17]([C:18]([F:21])([F:20])[F:19])=[CH:16][CH:15]=[C:14]([CH2:22][O:23][C:24]2[CH:29]=[CH:28][C:27]([C:30]3[CH:35]=[CH:34][C:33]([CH2:36][C:37]([O:39][CH2:40][CH:41]=[CH2:42])=[O:38])=[C:32]([F:43])[CH:31]=3)=[CH:26][CH:25]=2)[C:6]=1[C:7]([O:9][C:10]([CH3:13])([CH3:12])[CH3:11])=[O:8])[CH:2]=[CH2:3].C(O[CH:49](OC(C)(C)C)[N:50]([CH3:52])[CH3:51])(C)(C)C.O. (7) Given the product [C:17]1([CH2:16][NH:23][CH2:2][C:3]([NH:5][C:6]2[C:14]3[C:9](=[CH:10][C:11]([Cl:15])=[CH:12][CH:13]=3)[NH:8][N:7]=2)=[O:4])[CH:22]=[CH:21][CH:20]=[CH:19][CH:18]=1, predict the reactants needed to synthesize it. The reactants are: Cl[CH2:2][C:3]([NH:5][C:6]1[C:14]2[C:9](=[CH:10][C:11]([Cl:15])=[CH:12][CH:13]=2)[NH:8][N:7]=1)=[O:4].[CH2:16]([NH2:23])[C:17]1[CH:22]=[CH:21][CH:20]=[CH:19][CH:18]=1.